Dataset: Forward reaction prediction with 1.9M reactions from USPTO patents (1976-2016). Task: Predict the product of the given reaction. Given the reactants [CH:1]1([CH:6]([CH2:12][CH:13]=[CH2:14])[C:7](OCC)=[O:8])[CH2:5][CH2:4][CH2:3][CH2:2]1.[H-].[Al+3].[Li+].[H-].[H-].[H-].[F-].[Na+], predict the reaction product. The product is: [CH:1]1([CH:6]([CH2:12][CH:13]=[CH2:14])[CH2:7][OH:8])[CH2:5][CH2:4][CH2:3][CH2:2]1.